This data is from Full USPTO retrosynthesis dataset with 1.9M reactions from patents (1976-2016). The task is: Predict the reactants needed to synthesize the given product. (1) Given the product [Si:1]([O:8][CH2:9][CH:10]1[O:23][C:13]2=[N:14][C:15]([N+:17]([O-:19])=[O:18])=[CH:16][N:12]2[CH2:11]1)([C:4]([CH3:7])([CH3:6])[CH3:5])([CH3:3])[CH3:2], predict the reactants needed to synthesize it. The reactants are: [Si:1]([O:8][CH2:9][CH:10]([OH:23])[CH2:11][N:12]1[CH:16]=[C:15]([N+:17]([O-:19])=[O:18])[N:14]=[C:13]1[N+]([O-])=O)([C:4]([CH3:7])([CH3:6])[CH3:5])([CH3:3])[CH3:2].[H-].[Na+]. (2) Given the product [O:37]1[C:33]([C:30]2[CH:31]=[CH:32][C:27]([CH2:26][N:16]3[C:15](=[O:18])[N:4]4[N:5]=[CH:6][C:7]([C:8]5[CH:13]=[CH:12][C:11]([Cl:14])=[CH:10][CH:9]=5)=[C:2]([Cl:1])[C:3]4=[N:17]3)=[CH:28][CH:29]=2)=[CH:34][CH:35]=[N:36]1, predict the reactants needed to synthesize it. The reactants are: [Cl:1][C:2]1[C:3]2[N:4]([C:15](=[O:18])[NH:16][N:17]=2)[N:5]=[CH:6][C:7]=1[C:8]1[CH:13]=[CH:12][C:11]([Cl:14])=[CH:10][CH:9]=1.C([O-])([O-])=O.[K+].[K+].Br[CH2:26][C:27]1[CH:32]=[CH:31][C:30]([C:33]2[O:37][N:36]=[CH:35][CH:34]=2)=[CH:29][CH:28]=1. (3) Given the product [CH2:18]([O:17][C:15]([N:12]1[CH2:11][CH2:10][N:9]([C:7]([CH:4]2[CH2:5][CH2:6][N:1]([C:31]3[C:30]([Cl:33])=[CH:29][N:28]=[CH:27][C:26]=3[Cl:25])[CH2:2][CH2:3]2)=[O:8])[CH2:14][CH2:13]1)=[O:16])[C:19]1[CH:20]=[CH:21][CH:22]=[CH:23][CH:24]=1, predict the reactants needed to synthesize it. The reactants are: [NH:1]1[CH2:6][CH2:5][CH:4]([C:7]([N:9]2[CH2:14][CH2:13][N:12]([C:15]([O:17][CH2:18][C:19]3[CH:24]=[CH:23][CH:22]=[CH:21][CH:20]=3)=[O:16])[CH2:11][CH2:10]2)=[O:8])[CH2:3][CH2:2]1.[Cl:25][C:26]1[CH:27]=[N:28][CH:29]=[C:30]([Cl:33])[C:31]=1Cl.C(N(CC)CC)C. (4) Given the product [Br:1][C:2]1[CH:3]=[CH:4][C:5]([CH2:6][C@@H:7]([C:9]([O:11][CH3:12])=[O:10])[NH:8][C:30]([C@H:27]2[CH2:26][CH2:25][C@H:24]([CH2:23][NH:22][C:20]([O:19][C:15]([CH3:18])([CH3:17])[CH3:16])=[O:21])[CH2:29][CH2:28]2)=[O:31])=[CH:13][CH:14]=1, predict the reactants needed to synthesize it. The reactants are: [Br:1][C:2]1[CH:14]=[CH:13][C:5]([CH2:6][C@@H:7]([C:9]([O:11][CH3:12])=[O:10])[NH2:8])=[CH:4][CH:3]=1.[C:15]([O:19][C:20]([NH:22][CH2:23][C@H:24]1[CH2:29][CH2:28][C@H:27]([C:30](O)=[O:31])[CH2:26][CH2:25]1)=[O:21])([CH3:18])([CH3:17])[CH3:16].C(N(CC)C(C)C)(C)C.C(P1(=O)OP(=O)(CCC)OP(=O)(CCC)O1)CC.